From a dataset of Full USPTO retrosynthesis dataset with 1.9M reactions from patents (1976-2016). Predict the reactants needed to synthesize the given product. (1) Given the product [NH2:6][C@@H:5]1[CH2:4][CH2:2][N:10]([C:27]2[N:35]=[C:34]3[C:30]([N:31]=[CH:32][N:33]3[C@@H:36]3[CH2:40][C@H:39]([NH:41][C:42](=[O:51])[CH2:43][CH2:44][C:45]4[CH:50]=[CH:49][CH:48]=[CH:47][CH:46]=4)[C@@H:38]([OH:52])[C@H:37]3[OH:53])=[C:29]([NH:54][CH2:55][CH:56]([C:57]3[CH:62]=[CH:61][CH:60]=[CH:59][CH:58]=3)[C:63]3[CH:68]=[CH:67][CH:66]=[CH:65][CH:64]=3)[N:28]=2)[CH2:9]1, predict the reactants needed to synthesize it. The reactants are: Cl[C:2]1[N:10]=[C:9]2[C:5]([N:6]=CN2)=[C:4](NCC(C2C=CC=CC=2)C2C=CC=CC=2)N=1.Cl[C:27]1[N:35]=[C:34]2[C:30]([N:31]=[CH:32][N:33]2[C@@H:36]2[CH2:40][C@H:39]([NH:41][C:42](=[O:51])[CH2:43][CH2:44][C:45]3[CH:50]=[CH:49][CH:48]=[CH:47][CH:46]=3)[C@@H:38]([OH:52])[C@H:37]2[OH:53])=[C:29]([NH:54][CH2:55][CH:56]([C:63]2[CH:68]=[CH:67][CH:66]=[CH:65][CH:64]=2)[C:57]2[CH:62]=[CH:61][CH:60]=[CH:59][CH:58]=2)[N:28]=1.N1CC[C@@H](N)C1.[I-].[Na+].N[C@@H]1CCN(C2N=C3C(N=CN3[C@@H]3C[C@H](NC(=O)CC4C=CC=CC=4)[C@@H](O)[C@H]3O)=C(NCC(C3C=CC=CC=3)C3C=CC=CC=3)N=2)C1. (2) The reactants are: [CH3:1][CH:2]1[CH2:7][CH2:6][CH2:5][NH:4][CH2:3]1.[C:8]([OH:18])(=[O:17])[C@H:9]([C:11]1[CH:16]=[CH:15][CH:14]=[CH:13][CH:12]=1)[OH:10].CCOCC. Given the product [OH:10][C@@H:9]([C:11]1[CH:16]=[CH:15][CH:14]=[CH:13][CH:12]=1)[C:8]([OH:18])=[O:17].[CH3:1][C@H:2]1[CH2:7][CH2:6][CH2:5][NH:4][CH2:3]1, predict the reactants needed to synthesize it. (3) Given the product [F:22][C:16]1[CH:17]=[CH:18][C:19]([F:21])=[CH:20][C:15]=1[C:6]1[S:5][C:4]([CH2:3][CH2:2][NH:1][C:30]#[N:29])([C:23]2[CH:24]=[CH:25][CH:26]=[CH:27][CH:28]=2)[N:8]([C:9](=[O:14])[C@@H:10]([O:12][CH3:13])[CH3:11])[N:7]=1, predict the reactants needed to synthesize it. The reactants are: [NH2:1][CH2:2][CH2:3][C:4]1([C:23]2[CH:28]=[CH:27][CH:26]=[CH:25][CH:24]=2)[N:8]([C:9](=[O:14])[C@@H:10]([O:12][CH3:13])[CH3:11])[N:7]=[C:6]([C:15]2[CH:20]=[C:19]([F:21])[CH:18]=[CH:17][C:16]=2[F:22])[S:5]1.[N:29]#[C:30]Br.C(N(CC)CC)C. (4) Given the product [CH2:13]([O:15][C:16](=[O:26])[CH:17]=[C:18]([C:2]1[CH:10]=[C:9]2[C:5]([C:6]([O:11][CH3:12])=[N:7][NH:8]2)=[CH:4][CH:3]=1)[C:19]1[CH:24]=[CH:23][CH:22]=[C:21]([CH3:25])[N:20]=1)[CH3:14], predict the reactants needed to synthesize it. The reactants are: Br[C:2]1[CH:10]=[C:9]2[C:5]([C:6]([O:11][CH3:12])=[N:7][NH:8]2)=[CH:4][CH:3]=1.[CH2:13]([O:15][C:16](=[O:26])[CH:17]=[CH:18][C:19]1[CH:24]=[CH:23][CH:22]=[C:21]([CH3:25])[N:20]=1)[CH3:14].C(OC(=O)C=C(C1C=CC=C2C=1C(C#N)=CN2)C1C=CC=CC=1)C. (5) Given the product [C:53]1([CH:41]([C:35]2[CH:36]=[CH:37][CH:38]=[CH:39][CH:40]=2)[CH2:42][N:43]2[CH:48]=[CH:47][CH:46]=[C:45]([C:49]([NH:1][C@@H:2]([CH2:10][CH2:11][CH2:12][NH:13][C:14]([NH:16][S:17]([C:20]3[C:21]([CH3:34])=[C:22]4[C:27](=[C:28]([CH3:31])[C:29]=3[CH3:30])[O:26][C:25]([CH3:33])([CH3:32])[CH2:24][CH2:23]4)(=[O:18])=[O:19])=[NH:15])[C:3]([O:5][C:6]([CH3:7])([CH3:8])[CH3:9])=[O:4])=[O:50])[C:44]2=[O:52])[CH:54]=[CH:55][CH:56]=[CH:57][CH:58]=1, predict the reactants needed to synthesize it. The reactants are: [NH2:1][C@@H:2]([CH2:10][CH2:11][CH2:12][NH:13][C:14]([NH:16][S:17]([C:20]1[C:21]([CH3:34])=[C:22]2[C:27](=[C:28]([CH3:31])[C:29]=1[CH3:30])[O:26][C:25]([CH3:33])([CH3:32])[CH2:24][CH2:23]2)(=[O:19])=[O:18])=[NH:15])[C:3]([O:5][C:6]([CH3:9])([CH3:8])[CH3:7])=[O:4].[C:35]1([CH:41]([C:53]2[CH:58]=[CH:57][CH:56]=[CH:55][CH:54]=2)[CH2:42][N:43]2[CH:48]=[CH:47][CH:46]=[C:45]([C:49](O)=[O:50])[C:44]2=[O:52])[CH:40]=[CH:39][CH:38]=[CH:37][CH:36]=1.CN(C(ON1N=NC2C=CC=CC1=2)=[N+](C)C)C.F[P-](F)(F)(F)(F)F.CCN(C(C)C)C(C)C. (6) Given the product [ClH:1].[N+:2]([C:5]1[CH:14]=[CH:13][CH:12]=[C:11]2[C:6]=1[CH:7]=[CH:8][CH:9]=[C:10]2[NH2:15])([O-:4])=[O:3], predict the reactants needed to synthesize it. The reactants are: [ClH:1].[N+:2]([C:5]1[CH:14]=[CH:13][CH:12]=[C:11]2[C:6]=1[CH2:7][CH2:8][CH2:9][C:10]2=[N:15]O)([O-:4])=[O:3]. (7) Given the product [F:1][C:2]1[CH:3]=[CH:4][C:5]([N:8]2[C:11](=[O:12])[C@H:10]([S:13][CH2:14][CH:15]([C:17]3[CH:18]=[CH:19][C:20]([F:23])=[CH:21][CH:22]=3)[OH:16])[C@H:9]2[C:24]2[CH:40]=[CH:39][C:27]([O:28][CH2:29][C:30]([NH:58][C@@H:63]([C:67]([NH:49][C@@H:48]([C:47]([OH:46])=[O:56])[CH2:50][OH:51])=[O:71])[CH2:62][OH:61])=[O:31])=[CH:26][CH:25]=2)=[CH:6][CH:7]=1, predict the reactants needed to synthesize it. The reactants are: [F:1][C:2]1[CH:7]=[CH:6][C:5]([N:8]2[C:11](=[O:12])[C@H:10]([S:13][CH2:14][CH:15]([C:17]3[CH:22]=[CH:21][C:20]([F:23])=[CH:19][CH:18]=3)[OH:16])[C@H:9]2[C:24]2[CH:40]=[CH:39][C:27]([O:28][CH2:29][C:30](N[C@@H](C(O)=O)CO)=[O:31])=[CH:26][CH:25]=2)=[CH:4][CH:3]=1.Cl.C([O:46][C:47](=[O:56])[C@@H:48]([CH2:50][O:51]C(C)(C)C)[NH2:49])(C)(C)C.C[N:58]1[CH2:63][CH2:62][O:61]CC1.CN([C:67]([O:71]N1N=NC2C=CC=CC1=2)=[N+](C)C)C.[B-](F)(F)(F)F. (8) Given the product [Cl:1][C:10]1[S:9][CH:13]=[CH:12][C:11]=1[CH2:14][C:15]#[N:16], predict the reactants needed to synthesize it. The reactants are: [Cl:1]N1C(=O)CCC1=O.[S:9]1[CH:13]=[CH:12][C:11]([CH2:14][C:15]#[N:16])=[CH:10]1.C([O-])(O)=O.[Na+]. (9) Given the product [NH:1]([C:57]([O:59][CH2:60][CH:61]1[C:62]2[C:67](=[CH:66][CH:65]=[CH:64][CH:63]=2)[C:68]2[C:73]1=[CH:72][CH:71]=[CH:70][CH:69]=2)=[O:58])[C@@H:2]([C:15]([NH:17][C@@H:18]([C:31]([NH:33][C@H:34]([C:39]([NH:41][C@H:42]([C:47]([OH:49])=[O:48])[CH2:43][CH:44]([CH3:46])[CH3:45])=[O:40])[CH2:35][CH:36]([CH3:38])[CH3:37])=[O:32])[CH2:19][CH2:20][CH2:21][CH2:22][NH:23][C:24]([O:26][C:27]([CH3:30])([CH3:29])[CH3:28])=[O:25])=[O:16])[CH2:3][CH2:4][CH2:5][CH2:6][NH:7][C:8]([O:10][C:11]([CH3:13])([CH3:14])[CH3:12])=[O:9], predict the reactants needed to synthesize it. The reactants are: [NH:1]([C:57]([O:59][CH2:60][CH:61]1[C:73]2[C:68](=[CH:69][CH:70]=[CH:71][CH:72]=2)[C:67]2[C:62]1=[CH:63][CH:64]=[CH:65][CH:66]=2)=[O:58])[C@@H:2]([C:15]([NH:17][C@@H:18]([C:31]([NH:33][C@H:34]([C:39]([NH:41][C@H:42]([C:47]([O:49]CC1C=CC=CC=1)=[O:48])[CH2:43][CH:44]([CH3:46])[CH3:45])=[O:40])[CH2:35][CH:36]([CH3:38])[CH3:37])=[O:32])[CH2:19][CH2:20][CH2:21][CH2:22][NH:23][C:24]([O:26][C:27]([CH3:30])([CH3:29])[CH3:28])=[O:25])=[O:16])[CH2:3][CH2:4][CH2:5][CH2:6][NH:7][C:8]([O:10][C:11]([CH3:14])([CH3:13])[CH3:12])=[O:9].C(=O)([O-])O.[Na+].Cl. (10) Given the product [Cl:39][C:34]1[CH:33]=[C:32]([C:7]2[C:8]([C:28]([F:31])([F:30])[F:29])=[N:9][N:10]([C:11]3[CH:26]=[CH:25][C:14]([C:15]([NH:17][CH2:18][C:19]4[CH:24]=[CH:23][CH:22]=[CH:21][N:20]=4)=[O:16])=[C:13]([CH3:27])[CH:12]=3)[C:1]=2[I:4])[CH:37]=[C:36]([Cl:38])[CH:35]=1, predict the reactants needed to synthesize it. The reactants are: [CH:1]([I:4])(I)I.NC1[N:10]([C:11]2[CH:26]=[CH:25][C:14]([C:15]([NH:17][CH2:18][C:19]3[CH:24]=[CH:23][CH:22]=[CH:21][N:20]=3)=[O:16])=[C:13]([CH3:27])[CH:12]=2)[N:9]=[C:8]([C:28]([F:31])([F:30])[F:29])[C:7]=1[C:32]1[CH:37]=[C:36]([Cl:38])[CH:35]=[C:34]([Cl:39])[CH:33]=1.N(OC(C)(C)C)=O.